From a dataset of Catalyst prediction with 721,799 reactions and 888 catalyst types from USPTO. Predict which catalyst facilitates the given reaction. (1) Reactant: C(O[C:4]([C:6]1[C:10]([NH2:11])=[C:9]([C:12]2[CH:17]=[CH:16][C:15]([Cl:18])=[CH:14][CH:13]=2)[N:8]([C:19]2[CH:24]=[CH:23][CH:22]=[CH:21][C:20]=2[Cl:25])[N:7]=1)=[O:5])C.C([CH2:33][C:34](=[NH:36])[S-])C1C=CC=CC=1.Br. Product: [Cl:18][C:15]1[CH:16]=[CH:17][C:12]([C:9]2[N:8]([C:19]3[CH:24]=[CH:23][CH:22]=[CH:21][C:20]=3[Cl:25])[N:7]=[C:6]3[C:4]([OH:5])=[N:36][C:34]([CH3:33])=[N:11][C:10]=23)=[CH:13][CH:14]=1. The catalyst class is: 17. (2) Reactant: [C:1]([O:8][CH2:9][CH3:10])(=[O:7])[C:2]([O:4]CC)=O.[NH:11](CCO)[CH2:12][CH2:13][OH:14]. Product: [OH:14][CH2:13][CH2:12][N:11]1[CH2:10][CH2:9][O:8][C:1](=[O:7])[C:2]1=[O:4]. The catalyst class is: 51. (3) Reactant: [F:1][CH:2]([F:23])[O:3][C:4]1[CH:9]=[CH:8][C:7]([C:10]2[CH:11]=[C:12]3[C:16](=[CH:17][CH:18]=2)[C:15](=[O:19])[O:14][CH2:13]3)=[C:6]([OH:20])[C:5]=1[O:21][CH3:22].C(=O)([O-])[O-].[K+].[K+].[CH2:30](I)[CH3:31]. Product: [F:23][CH:2]([F:1])[O:3][C:4]1[CH:9]=[CH:8][C:7]([C:10]2[CH:11]=[C:12]3[C:16](=[CH:17][CH:18]=2)[C:15](=[O:19])[O:14][CH2:13]3)=[C:6]([O:20][CH2:30][CH3:31])[C:5]=1[O:21][CH3:22]. The catalyst class is: 10. (4) Reactant: [NH2:1][C:2]1[CH:6]=[C:5]([C:7]2[CH:12]=[CH:11][N:10]=[CH:9][CH:8]=2)[S:4][C:3]=1[C:13]([NH2:15])=[O:14].[S:16]1(=[O:23])[CH2:21][CH2:20][C:19](=O)[CH2:18][CH2:17]1.C1(C)C=CC(S(O)(=O)=O)=CC=1. Product: [N:10]1[CH:9]=[CH:8][C:7]([C:5]2[S:4][C:3]3[C:13](=[O:14])[NH:15][C:19]4([CH2:20][CH2:21][S:16](=[O:23])[CH2:17][CH2:18]4)[NH:1][C:2]=3[CH:6]=2)=[CH:12][CH:11]=1. The catalyst class is: 15. (5) Reactant: Br[C:2]1[C:3]2[C:8]([C:9]([C:16]3[CH:21]=[CH:20][C:19]([C:22]([CH3:25])([CH3:24])[CH3:23])=[CH:18][CH:17]=3)=[C:10]3[C:15]=1[CH:14]=[CH:13][CH:12]=[CH:11]3)=[CH:7][CH:6]=[CH:5][CH:4]=2.CCCCCC.[B:32](OC(C)C)([O:37]C(C)C)[O:33]C(C)C.Cl. Product: [C:22]([C:19]1[CH:18]=[CH:17][C:16]([C:9]2[C:10]3[C:15]([C:2]([B:32]([OH:37])[OH:33])=[C:3]4[C:8]=2[CH:7]=[CH:6][CH:5]=[CH:4]4)=[CH:14][CH:13]=[CH:12][CH:11]=3)=[CH:21][CH:20]=1)([CH3:24])([CH3:25])[CH3:23]. The catalyst class is: 7. (6) Reactant: CN(C1C=CC=CN=1)C.C[Si]([N:14]=[C:15]=[O:16])(C)C.C(Cl)Cl.[F:20][C:21]1[CH:47]=[CH:46][C:24]([O:25][C:26]2[C:40]([CH:41]3[CH2:45][CH2:44][CH2:43][NH:42]3)=[CH:39][C:29]3[NH:30][C:31]([C:33]4[CH:38]=[CH:37][CH:36]=[CH:35][N:34]=4)=[N:32][C:28]=3[CH:27]=2)=[CH:23][CH:22]=1. Product: [F:20][C:21]1[CH:22]=[CH:23][C:24]([O:25][C:26]2[C:40]([CH:41]3[CH2:45][CH2:44][CH2:43][N:42]3[C:15]([NH2:14])=[O:16])=[CH:39][C:29]3[NH:30][C:31]([C:33]4[CH:38]=[CH:37][CH:36]=[CH:35][N:34]=4)=[N:32][C:28]=3[CH:27]=2)=[CH:46][CH:47]=1. The catalyst class is: 6. (7) Reactant: [Cl:1][C:2]1[CH:3]=[C:4]([CH:8]=[CH:9][CH:10]=1)[C:5](Cl)=[O:6].[CH2:11]([Mg]Br)[CH2:12][CH:13]=[CH2:14]. Product: [Cl:1][C:2]1[CH:3]=[C:4]([C:5](=[O:6])[CH2:14][CH2:13][CH:12]=[CH2:11])[CH:8]=[CH:9][CH:10]=1. The catalyst class is: 356. (8) Reactant: [Br:1][C:2]1[CH:3]=[C:4]([CH:29]=[CH:30][CH:31]=1)[C:5]([NH:7][CH:8]([C:10]1[N:15]=[N:14][C:13]([NH:16][C:17]2[CH:22]=[C:21]([O:23][CH3:24])[C:20]([O:25][CH3:26])=[C:19]([O:27][CH3:28])[CH:18]=2)=[N:12][CH:11]=1)[CH3:9])=O.N1C=NC=N1.P(Cl)(Cl)(Cl)=O. Product: [Br:1][C:2]1[CH:3]=[C:4]([C:5]2[N:15]3[C:10]([CH:11]=[N:12][C:13]([NH:16][C:17]4[CH:22]=[C:21]([O:23][CH3:24])[C:20]([O:25][CH3:26])=[C:19]([O:27][CH3:28])[CH:18]=4)=[N:14]3)=[C:8]([CH3:9])[N:7]=2)[CH:29]=[CH:30][CH:31]=1. The catalyst class is: 17. (9) Reactant: ClC([CH:4]([CH3:10])[C:5]([O:7][CH2:8][CH3:9])=[O:6])=O.[C:11]([NH2:14])(=[S:13])[CH3:12]. Product: [CH3:12][C:11]1[S:13][C:4]([C:5]([O:7][CH2:8][CH3:9])=[O:6])=[CH:10][N:14]=1. The catalyst class is: 21.